From a dataset of Reaction yield outcomes from USPTO patents with 853,638 reactions. Predict the reaction yield, written as a fraction of the theoretical maximum amount of product (1.0 means a 100% yield; for example, 0.34 means a 34% yield). (1) The reactants are [F:1][C:2]([F:11])([F:10])[C:3]1[C:4]([OH:9])=[N:5][CH:6]=[CH:7][CH:8]=1.[I:12]N1C(=O)CCC1=O.C([O-])(O)=O.[Na+]. The catalyst is CC#N.CN(C=O)C. The product is [I:12][C:7]1[CH:8]=[C:3]([C:2]([F:1])([F:10])[F:11])[C:4]([OH:9])=[N:5][CH:6]=1. The yield is 0.810. (2) The reactants are [C:1]([O:5][C:6](=[O:23])[NH:7][C:8]1[CH:13]=[CH:12][C:11](Br)=[CH:10][C:9]=1[NH:15][C:16]([O:18][C:19]([CH3:22])([CH3:21])[CH3:20])=[O:17])([CH3:4])([CH3:3])[CH3:2].C([O-])(=O)C.[K+].[B:29]1([B:29]2[O:33][C:32]([CH3:35])([CH3:34])[C:31]([CH3:37])([CH3:36])[O:30]2)[O:33][C:32]([CH3:35])([CH3:34])[C:31]([CH3:37])([CH3:36])[O:30]1. The product is [C:1]([O:5][C:6](=[O:23])[NH:7][C:8]1[CH:13]=[CH:12][C:11]([B:29]2[O:33][C:32]([CH3:35])([CH3:34])[C:31]([CH3:37])([CH3:36])[O:30]2)=[CH:10][C:9]=1[NH:15][C:16]([O:18][C:19]([CH3:22])([CH3:21])[CH3:20])=[O:17])([CH3:4])([CH3:3])[CH3:2]. The catalyst is CN(C=O)C.C1C=CC(P(C2C=CC=CC=2)[C-]2C=CC=C2)=CC=1.C1C=CC(P(C2C=CC=CC=2)[C-]2C=CC=C2)=CC=1.Cl[Pd]Cl.[Fe+2]. The yield is 0.840. (3) The reactants are [CH:1]1[CH:2]=[CH:3][N:4]2[C:10]=1[CH:9]([C:11](OCC)=[O:12])[NH:8][C:7]1[CH:16]=[CH:17][CH:18]=[CH:19][C:6]=1[S:5]2(=[O:21])=[O:20].[H-].[Al+3].[Li+].[H-].[H-].[H-]. The catalyst is O1CCCC1. The product is [OH:12][CH2:11][CH:9]1[NH:8][C:7]2[CH:16]=[CH:17][CH:18]=[CH:19][C:6]=2[S:5](=[O:21])(=[O:20])[N:4]2[CH:3]=[CH:2][CH:1]=[C:10]12. The yield is 0.650. (4) The reactants are [C:1]([O:5][C:6](=[O:12])[NH:7][O:8][CH2:9][CH2:10]Br)([CH3:4])([CH3:3])[CH3:2].[NH:13]1[CH2:18][CH2:17][O:16][CH2:15][CH2:14]1. The catalyst is CN(C=O)C.CCOC(C)=O. The product is [C:1]([O:5][C:6](=[O:12])[NH:7][O:8][CH2:9][CH2:10][N:13]1[CH2:18][CH2:17][O:16][CH2:15][CH2:14]1)([CH3:4])([CH3:3])[CH3:2]. The yield is 0.460. (5) The reactants are [CH3:1][O:2][C:3]1[CH:4]=[C:5]2[C:10](=[CH:11][C:12]=1[O:13][CH2:14][C:15]1([NH:18]C(=O)OCC3C=CC(OC)=CC=3)[CH2:17][CH2:16]1)[N:9]=[CH:8][CH:7]=[C:6]2[O:31][C:32]1[CH:41]=[CH:40][C:39]2[C:34](=[CH:35][CH:36]=[CH:37][C:38]=2[C:42](=[O:45])[NH:43][CH3:44])[CH:33]=1.O.[OH-].[Na+]. The catalyst is C(#N)C. The product is [NH2:18][C:15]1([CH2:14][O:13][C:12]2[CH:11]=[C:10]3[C:5]([C:6]([O:31][C:32]4[CH:33]=[C:34]5[C:39](=[CH:40][CH:41]=4)[C:38]([C:42]([NH:43][CH3:44])=[O:45])=[CH:37][CH:36]=[CH:35]5)=[CH:7][CH:8]=[N:9]3)=[CH:4][C:3]=2[O:2][CH3:1])[CH2:16][CH2:17]1. The yield is 0.750.